Dataset: Forward reaction prediction with 1.9M reactions from USPTO patents (1976-2016). Task: Predict the product of the given reaction. (1) Given the reactants [OH:1][C@H:2]([C:26]1[CH:27]=[N:28][CH:29]=[CH:30][CH:31]=1)[C@H:3]1[CH2:7][CH2:6][C@@H:5]([CH2:8][C:9]2[CH:14]=[CH:13][C:12]([C:15]([O:17]C)=[O:16])=[CH:11][CH:10]=2)[N:4]1[C:19]([O:21][C:22]([CH3:25])([CH3:24])[CH3:23])=[O:20].[OH-].[Li+], predict the reaction product. The product is: [C:22]([O:21][C:19]([N:4]1[C@@H:3]([C@H:2]([OH:1])[C:26]2[CH:27]=[N:28][CH:29]=[CH:30][CH:31]=2)[CH2:7][CH2:6][C@H:5]1[CH2:8][C:9]1[CH:10]=[CH:11][C:12]([C:15]([OH:17])=[O:16])=[CH:13][CH:14]=1)=[O:20])([CH3:25])([CH3:23])[CH3:24]. (2) Given the reactants [C:1]([C:5]1[CH:6]=[C:7]2[C:12](=[CH:13][CH:14]=1)[CH:11]=[C:10]([C:15]([O:17]C)=[O:16])[CH:9]=[CH:8]2)([CH3:4])([CH3:3])[CH3:2].[OH-].[Na+], predict the reaction product. The product is: [C:1]([C:5]1[CH:6]=[C:7]2[C:12](=[CH:13][CH:14]=1)[CH:11]=[C:10]([C:15]([OH:17])=[O:16])[CH:9]=[CH:8]2)([CH3:4])([CH3:2])[CH3:3]. (3) Given the reactants [OH:1][C:2]1[CH:38]=[CH:37][C:5]([C:6]([N:8]([CH:34]([CH3:36])[CH3:35])[C:9]2[CH:14]=[C:13]([O:15][CH3:16])[CH:12]=[CH:11][C:10]=2[CH:17]2[CH2:26][CH2:25][C:24]3[CH:23]=[C:22]([O:27]C(=O)C(C)(C)C)[CH:21]=[CH:20][C:19]=3[CH2:18]2)=O)=[CH:4][CH:3]=1.Cl[CH2:40][C:41]([N:43]([CH2:45][CH2:46][O:47][CH3:48])[CH3:44])=O, predict the reaction product. The product is: [CH:34]([N:8]([CH2:6][C:5]1[CH:4]=[CH:3][C:2]([O:1][CH2:40][CH2:41][N:43]([CH2:45][CH2:46][O:47][CH3:48])[CH3:44])=[CH:38][CH:37]=1)[C:9]1[CH:14]=[C:13]([O:15][CH3:16])[CH:12]=[CH:11][C:10]=1[CH:17]1[CH2:26][CH2:25][C:24]2[CH:23]=[C:22]([OH:27])[CH:21]=[CH:20][C:19]=2[CH2:18]1)([CH3:36])[CH3:35]. (4) Given the reactants Cl[C:2]1[C:3](=[O:17])[N:4]([CH2:15][CH3:16])[S:5](=[O:14])(=[O:13])[C:6]=1[C:7]1[CH:12]=[CH:11][CH:10]=[CH:9][CH:8]=1.[O:18]1[CH2:23][CH2:22][N:21]([C:24]2[CH:30]=[CH:29][C:27]([NH2:28])=[CH:26][CH:25]=2)[CH2:20][CH2:19]1, predict the reaction product. The product is: [CH2:15]([N:4]1[C:3](=[O:17])[C:2]([NH:28][C:27]2[CH:26]=[CH:25][C:24]([N:21]3[CH2:22][CH2:23][O:18][CH2:19][CH2:20]3)=[CH:30][CH:29]=2)=[C:6]([C:7]2[CH:12]=[CH:11][CH:10]=[CH:9][CH:8]=2)[S:5]1(=[O:14])=[O:13])[CH3:16]. (5) Given the reactants Cl.[Br:2][C:3]1[CH:4]=[C:5]2[C:10](=[CH:11][CH:12]=1)[CH:9]([C:13]1[CH:18]=[CH:17][CH:16]=[CH:15][C:14]=1[Cl:19])[NH:8][CH2:7][CH2:6]2.Cl[CH:21]1[CH2:26][N:25]([CH:27]2[CH2:30][CH2:29][CH2:28]2)[CH2:24][CH2:23][NH:22]1.[C:31](N)(=[O:33])[CH3:32].C([O-])([O-])=O.[K+].[K+].[Na+].[I-], predict the reaction product. The product is: [Br:2][C:3]1[CH:4]=[C:5]2[C:10](=[CH:11][CH:12]=1)[CH:9]([C:13]1[CH:18]=[CH:17][CH:16]=[CH:15][C:14]=1[Cl:19])[N:8]([CH2:32][C:31]([N:22]1[CH2:23][CH2:24][N:25]([CH:27]3[CH2:30][CH2:29][CH2:28]3)[CH2:26][CH2:21]1)=[O:33])[CH2:7][CH2:6]2. (6) Given the reactants [CH3:1][N:2]1[C:6]([C:7](Cl)=[O:8])=[C:5]([C:10]2[CH:15]=[CH:14][CH:13]=[CH:12][CH:11]=2)[N:4]=[CH:3]1.C1(C)C=CC(S(O)(=O)=O)=CC=1.[NH2:27][CH:28]([C:31]#[N:32])[C:29]#[N:30].O, predict the reaction product. The product is: [CH3:7][CH2:6][CH2:5][CH:10]([CH3:15])[CH3:11].[NH2:32][C:31]1[O:8][C:7]([C:6]2[N:2]([CH3:1])[CH:3]=[N:4][C:5]=2[C:10]2[CH:15]=[CH:14][CH:13]=[CH:12][CH:11]=2)=[N:27][C:28]=1[C:29]#[N:30]. (7) Given the reactants C[Si](N[Si](C)(C)C)(C)C.[Li]CCCC.[CH3:15][CH2:16][O:17][C:18]([CH3:20])=[O:19].[F:21][C:22]1[CH:30]=[C:29]2[C:25]([CH2:26][CH:27]([CH3:32])[C:28]2=O)=[CH:24][CH:23]=1, predict the reaction product. The product is: [F:21][C:22]1[CH:30]=[C:29]2[C:25]([CH2:26][C:27]([CH3:32])=[C:28]2[CH2:20][C:18]([O:17][CH2:16][CH3:15])=[O:19])=[CH:24][CH:23]=1. (8) Given the reactants [CH3:1][O:2][C:3]1[CH:4]=[CH:5][CH:6]=[C:7]([OH:13])[C:8]=1[C:9]([O:11][CH3:12])=[O:10].F[C:15]1[CH:20]=[CH:19][CH:18]=[CH:17][C:16]=1[N+:21]([O-:23])=[O:22].[CH3:24][O:25][C:26]1[C:27]([C:40]([O:42][CH3:43])=[O:41])=[C:28]([CH:37]=[CH:38][CH:39]=1)[O:29][C:30]1[CH:36]=[CH:35][CH:34]=[CH:33][C:31]=1[NH2:32].[NH2:44][C:45]1[S:46][CH:47]=[CH:48][N:49]=1, predict the reaction product. The product is: [CH3:1][O:2][C:3]1[C:8]([C:9]([O:11][CH3:12])=[O:10])=[C:7]([CH:6]=[CH:5][CH:4]=1)[O:13][C:15]1[CH:20]=[CH:19][CH:18]=[CH:17][C:16]=1[N+:21]([O-:23])=[O:22].[CH3:24][O:25][C:26]1[C:27]([C:40]([O:42][CH3:43])=[O:41])=[C:28]([CH:37]=[CH:38][CH:39]=1)[O:29][C:30]1[CH:36]=[CH:35][CH:34]=[CH:33][C:31]=1[NH:32][C:7]([NH:44][C:45]1[S:46][CH:47]=[CH:48][N:49]=1)=[O:13]. (9) Given the reactants [Cl:1][C:2]1[N:6]([CH2:7][CH:8]=[CH2:9])[N:5]=[C:4]([CH3:10])[C:3]=1[C:11]([O:13]CC)=[O:12].[OH-].[Na+], predict the reaction product. The product is: [Cl:1][C:2]1[N:6]([CH2:7][CH:8]=[CH2:9])[N:5]=[C:4]([CH3:10])[C:3]=1[C:11]([OH:13])=[O:12]. (10) Given the reactants [Cl:1][C:2]1[CH:3]=[C:4]([OH:9])[CH:5]=[CH:6][C:7]=1[CH3:8].[C:10](Cl)(=[O:13])[CH2:11][CH3:12].[Cl-].[Cl-].[Cl-].[Al+3].Cl, predict the reaction product. The product is: [Cl:1][C:2]1[C:7]([CH3:8])=[CH:6][C:5]([C:10](=[O:13])[CH2:11][CH3:12])=[C:4]([OH:9])[CH:3]=1.